This data is from Reaction yield outcomes from USPTO patents with 853,638 reactions. The task is: Predict the reaction yield, written as a fraction of the theoretical maximum amount of product (1.0 means a 100% yield; for example, 0.34 means a 34% yield). (1) The reactants are [CH3:1][O:2][C:3](=[O:29])[C@H:4]([CH2:19][C:20]1[CH:25]=[CH:24][C:23]([N+:26]([O-])=O)=[CH:22][CH:21]=1)[NH:5][C:6]([C:8]1([C:13]2[CH:18]=[CH:17][CH:16]=[CH:15][CH:14]=2)[CH2:12][CH2:11][CH2:10][CH2:9]1)=[O:7]. The catalyst is C(O)C. The product is [CH3:1][O:2][C:3](=[O:29])[C@H:4]([CH2:19][C:20]1[CH:21]=[CH:22][C:23]([NH2:26])=[CH:24][CH:25]=1)[NH:5][C:6]([C:8]1([C:13]2[CH:18]=[CH:17][CH:16]=[CH:15][CH:14]=2)[CH2:12][CH2:11][CH2:10][CH2:9]1)=[O:7]. The yield is 0.890. (2) The reactants are [N+:1]([C:4]1[CH:5]=[C:6]([NH2:11])[C:7]([NH2:10])=[N:8][CH:9]=1)([O-:3])=[O:2].[Cl:12][C:13]1[CH:21]=[CH:20][C:19]([NH:22][C:23]([C:25]2[O:26][CH:27]=[CH:28][CH:29]=2)=[O:24])=[CH:18][C:14]=1[C:15](O)=O.C(=O)([O-])[O-].[Na+].[Na+]. No catalyst specified. The product is [Cl:12][C:13]1[CH:21]=[CH:20][C:19]([NH:22][C:23]([C:25]2[O:26][CH:27]=[CH:28][CH:29]=2)=[O:24])=[CH:18][C:14]=1[C:15]1[NH:11][C:6]2[C:7]([N:10]=1)=[N:8][CH:9]=[C:4]([N+:1]([O-:3])=[O:2])[CH:5]=2. The yield is 0.260. (3) The reactants are [C:1]([O:5][C:6]([NH:8][C@@H:9]([CH:13]([CH3:15])[CH3:14])[C:10]([OH:12])=[O:11])=[O:7])([CH3:4])([CH3:3])[CH3:2].[H-].[Na+].[CH2:18]1COCC1. The catalyst is IC. The product is [C:1]([O:5][C:6]([N:8]([CH3:18])[C@@H:9]([CH:13]([CH3:15])[CH3:14])[C:10]([OH:12])=[O:11])=[O:7])([CH3:4])([CH3:3])[CH3:2]. The yield is 0.890. (4) The reactants are C(=O)([O-])[O-].[K+].[K+].Br[CH2:8][CH:9]1[CH2:12][CH2:11][CH2:10]1.[OH:13][C:14]1[CH:19]=[CH:18][C:17]([CH2:20][C:21]([O:23]CC)=[O:22])=[CH:16][C:15]=1[O:26][CH3:27].[OH-].[Na+].Cl. The catalyst is CC(=O)CC. The product is [CH:9]1([CH2:8][O:13][C:14]2[CH:19]=[CH:18][C:17]([CH2:20][C:21]([OH:23])=[O:22])=[CH:16][C:15]=2[O:26][CH3:27])[CH2:12][CH2:11][CH2:10]1. The yield is 0.950. (5) No catalyst specified. The product is [OH:16][C@H:15]([CH2:29][N:30]1[CH2:35][CH2:34][N:33]([CH3:36])[CH2:32][CH2:31]1)[CH2:14][O:13][C:12]1[CH:11]=[C:10]2[C:5]([C:6]([O:18][C:19]3[CH:20]=[C:21]4[C:25](=[CH:26][CH:27]=3)[NH:24][CH:23]=[C:22]4[CH3:28])=[N:7][CH:8]=[N:9]2)=[CH:4][C:3]=1[O:2][CH3:1]. The yield is 0.800. The reactants are [CH3:1][O:2][C:3]1[CH:4]=[C:5]2[C:10](=[CH:11][C:12]=1[O:13][CH2:14][C@H:15]1C[O:16]1)[N:9]=[CH:8][N:7]=[C:6]2[O:18][C:19]1[CH:20]=[C:21]2[C:25](=[CH:26][CH:27]=1)[NH:24][CH:23]=[C:22]2[CH3:28].[CH3:29][N:30]1[CH2:35][CH2:34][NH:33][CH2:32][CH2:31]1.[CH3:36]N(C=O)C. (6) The reactants are Br[C:2]1[CH:7]=[CH:6][C:5]([CH3:8])=[CH:4][CH:3]=1.[C:9]1([CH2:15][CH2:16][NH2:17])[CH2:14][CH2:13][CH2:12][CH2:11][CH:10]=1. No catalyst specified. The product is [CH3:8][C:5]1[CH:6]=[CH:7][C:2]([NH:17][CH2:16][CH2:15][C:9]2[CH2:14][CH2:13][CH2:12][CH2:11][CH:10]=2)=[CH:3][CH:4]=1. The yield is 0.920. (7) The reactants are [N+:1]([C:4]1[CH:5]=[C:6]2[C:10](=[CH:11][CH:12]=1)[NH:9][CH:8]=[C:7]2[C:13]1[CH2:14][CH2:15][NH:16][CH2:17][CH:18]=1)([O-:3])=[O:2].[O:19]1CCO[CH2:21][CH2:20]1.C(N(CC)CC)C.BrCCO. The catalyst is C(Cl)Cl.[OH-].[Na+]. The product is [N+:1]([C:4]1[CH:5]=[C:6]2[C:10](=[CH:11][CH:12]=1)[NH:9][CH:8]=[C:7]2[C:13]1[CH2:14][CH2:15][N:16]([CH2:21][CH2:20][OH:19])[CH2:17][CH:18]=1)([O-:3])=[O:2]. The yield is 0.369. (8) The reactants are [O:1]1[CH:5]=[CH:4][CH:3]=[C:2]1[C:6]1[N:7]=[C:8]([NH:19][C:20]([CH:22]2[CH:26]=[CH:25][C:24](=NO)[O:23]2)=[O:21])[S:9][C:10]=1[C:11]([CH:13]1[CH2:18][CH2:17][O:16][CH2:15][CH2:14]1)=[O:12].[CH2:29]([N:31](CC)CC)C.[Cl-].ClC1N(C)CC[NH+]1C.C(=O)([O-])O.[Na+]. The catalyst is ClCCl. The product is [C:29]([C:24]1[O:23][C:22]([C:20]([NH:19][C:8]2[S:9][C:10]([C:11]([CH:13]3[CH2:14][CH2:15][O:16][CH2:17][CH2:18]3)=[O:12])=[C:6]([C:2]3[O:1][CH:5]=[CH:4][CH:3]=3)[N:7]=2)=[O:21])=[CH:26][CH:25]=1)#[N:31]. The yield is 0.630. (9) The reactants are [Br:1][C:2]1[CH:6]=[N:5][N:4]([CH3:7])[C:3]=1[C:8]1[CH:9]=[C:10]([NH2:16])[CH:11]=[CH:12][C:13]=1[O:14][CH3:15].[CH3:17][O:18][C:19]1[CH:20]=[C:21]([N:25]=[C:26]=[O:27])[CH:22]=[CH:23][CH:24]=1. The catalyst is C(Cl)Cl. The product is [Br:1][C:2]1[CH:6]=[N:5][N:4]([CH3:7])[C:3]=1[C:8]1[CH:9]=[C:10]([NH:16][C:26]([NH:25][C:21]2[CH:22]=[CH:23][CH:24]=[C:19]([O:18][CH3:17])[CH:20]=2)=[O:27])[CH:11]=[CH:12][C:13]=1[O:14][CH3:15]. The yield is 0.940.